Regression/Classification. Given a drug SMILES string, predict its absorption, distribution, metabolism, or excretion properties. Task type varies by dataset: regression for continuous measurements (e.g., permeability, clearance, half-life) or binary classification for categorical outcomes (e.g., BBB penetration, CYP inhibition). Dataset: cyp1a2_veith. From a dataset of CYP1A2 inhibition data for predicting drug metabolism from PubChem BioAssay. The result is 1 (inhibitor). The compound is Cc1nc2cnc(N3CCOCC3)nc2n(Cc2cccs2)c1=O.